From a dataset of Full USPTO retrosynthesis dataset with 1.9M reactions from patents (1976-2016). Predict the reactants needed to synthesize the given product. (1) Given the product [ClH:31].[CH2:1]([CH:3]([N:6]1[CH2:11][CH2:10][CH:9]([CH2:12][CH2:13][CH2:14][C:15]2[N:16]=[C:29]([C:28]3[CH:32]=[CH:33][C:25]([CH:19]4[CH2:20][CH2:21][CH2:22][CH2:23][CH2:24]4)=[CH:26][CH:27]=3)[O:18][N:17]=2)[CH2:8][CH2:7]1)[CH2:4][CH3:5])[CH3:2], predict the reactants needed to synthesize it. The reactants are: [CH2:1]([CH:3]([N:6]1[CH2:11][CH2:10][CH:9]([CH2:12][CH2:13][CH2:14][C:15]([NH:17][OH:18])=[NH:16])[CH2:8][CH2:7]1)[CH2:4][CH3:5])[CH3:2].[CH:19]1([C:25]2[CH:33]=[CH:32][C:28]([C:29]([Cl:31])=O)=[CH:27][CH:26]=2)[CH2:24][CH2:23][CH2:22][CH2:21][CH2:20]1. (2) Given the product [CH2:1]([O:3][C:4](=[O:16])[CH:5]([C:14]#[N:15])[CH:6]([C:7]1[CH:8]=[CH:9][C:10]([Br:13])=[CH:11][CH:12]=1)[C:18]1[CH:23]=[CH:22][CH:21]=[CH:20][C:19]=1[C:24]([F:27])([F:26])[F:25])[CH3:2], predict the reactants needed to synthesize it. The reactants are: [CH2:1]([O:3][C:4](=[O:16])/[C:5](/[C:14]#[N:15])=[CH:6]/[C:7]1[CH:12]=[CH:11][C:10]([Br:13])=[CH:9][CH:8]=1)[CH3:2].Br[C:18]1[CH:23]=[CH:22][CH:21]=[CH:20][C:19]=1[C:24]([F:27])([F:26])[F:25].